From a dataset of Catalyst prediction with 721,799 reactions and 888 catalyst types from USPTO. Predict which catalyst facilitates the given reaction. Reactant: [F-].C([N+](CCCC)(CCCC)CCCC)CCC.[Si]([O:26][CH2:27][CH2:28][CH2:29][C:30]1[C:38]2[C:33](=[N:34][CH:35]=[C:36]([NH:39][C:40](=[O:56])[C:41]3[C:46]([F:47])=[CH:45][CH:44]=[C:43]([NH:48][S:49]([CH2:52][CH2:53][CH3:54])(=[O:51])=[O:50])[C:42]=3[F:55])[CH:37]=2)[NH:32][N:31]=1)(C(C)(C)C)(C)C. Product: [F:55][C:42]1[C:43]([NH:48][S:49]([CH2:52][CH2:53][CH3:54])(=[O:51])=[O:50])=[CH:44][CH:45]=[C:46]([F:47])[C:41]=1[C:40]([NH:39][C:36]1[CH:37]=[C:38]2[C:30]([CH2:29][CH2:28][CH2:27][OH:26])=[N:31][NH:32][C:33]2=[N:34][CH:35]=1)=[O:56]. The catalyst class is: 1.